From a dataset of Reaction yield outcomes from USPTO patents with 853,638 reactions. Predict the reaction yield, written as a fraction of the theoretical maximum amount of product (1.0 means a 100% yield; for example, 0.34 means a 34% yield). (1) The reactants are [N:1]1[CH:6]=[CH:5][CH:4]=[CH:3][C:2]=1[NH2:7].[C:8]([O:12][C:13](O[C:13]([O:12][C:8]([CH3:11])([CH3:10])[CH3:9])=[O:14])=[O:14])([CH3:11])([CH3:10])[CH3:9].[CH3:23]C(O)(C)C. The yield is 7.50. No catalyst specified. The product is [C:8]([O:12][C:13](=[O:14])[NH:7][C:2]1[CH:3]=[C:4]([CH3:23])[CH:5]=[CH:6][N:1]=1)([CH3:11])([CH3:10])[CH3:9]. (2) The reactants are [NH2:1][C@@H:2]1[CH2:7][CH2:6][CH2:5][N:4]([C:8]2[N:9]([CH2:16][C:17]3[CH:24]=[CH:23][CH:22]=[CH:21][C:18]=3[C:19]#[N:20])[C:10](=[O:15])[C:11](Br)=[CH:12][N:13]=2)[CH2:3]1.[CH2:25]([Sn](CCCC)(CCCC)C#CC)[CH2:26][CH2:27]C. The catalyst is O1CCOCC1.C1C=CC([P]([Pd]([P](C2C=CC=CC=2)(C2C=CC=CC=2)C2C=CC=CC=2)([P](C2C=CC=CC=2)(C2C=CC=CC=2)C2C=CC=CC=2)[P](C2C=CC=CC=2)(C2C=CC=CC=2)C2C=CC=CC=2)(C2C=CC=CC=2)C2C=CC=CC=2)=CC=1. The product is [NH2:1][C@@H:2]1[CH2:7][CH2:6][CH2:5][N:4]([C:8]2[N:9]([CH2:16][C:17]3[CH:24]=[CH:23][CH:22]=[CH:21][C:18]=3[C:19]#[N:20])[C:10](=[O:15])[C:11]([C:25]#[C:26][CH3:27])=[CH:12][N:13]=2)[CH2:3]1. The yield is 0.760. (3) The reactants are [N:1]1[N:2]([C:6]2[C:7]([C:12]([N:14]3[CH2:18][CH:17]4[CH2:19][N:20](C(OC(C)(C)C)=O)[CH2:21][CH:16]4[CH2:15]3)=[O:13])=[N:8][CH:9]=[CH:10][CH:11]=2)[N:3]=[CH:4][CH:5]=1.C(O)(C(F)(F)F)=O. The catalyst is C(Cl)Cl. The product is [N:1]1[N:2]([C:6]2[C:7]([C:12]([N:14]3[CH2:18][CH:17]4[CH:16]([CH2:21][NH:20][CH2:19]4)[CH2:15]3)=[O:13])=[N:8][CH:9]=[CH:10][CH:11]=2)[N:3]=[CH:4][CH:5]=1. The yield is 0.840. (4) The reactants are [C:1]([C:3]1[CH:4]=[C:5]2[C:10](=[CH:11][CH:12]=1)[C:9](=[O:13])[CH2:8][CH2:7][C:6]2([CH3:15])[CH3:14])#[CH:2].[CH3:16][O:17][C:18](=[O:27])[CH2:19][C:20]1[CH:25]=[CH:24][C:23](I)=[CH:22][CH:21]=1. The catalyst is C(N(CC)CC)C.[Cu]I.Cl[Pd](Cl)([P](C1C=CC=CC=1)(C1C=CC=CC=1)C1C=CC=CC=1)[P](C1C=CC=CC=1)(C1C=CC=CC=1)C1C=CC=CC=1. The product is [CH3:14][C:6]1([CH3:15])[C:5]2[CH:4]=[C:3]([C:1]#[C:2][C:23]3[CH:24]=[CH:25][C:20]([CH2:19][C:18]([O:17][CH3:16])=[O:27])=[CH:21][CH:22]=3)[CH:12]=[CH:11][C:10]=2[C:9](=[O:13])[CH2:8][CH2:7]1. The yield is 0.750. (5) The reactants are [CH3:1][N+:2]#[C-:3].[Li]CCCC.CCCCCC.[CH3:15][C:16]([C:21]1[CH:26]=[CH:25][CH:24]=[CH:23][CH:22]=1)([CH3:20])[C:17](Cl)=[O:18].[Na+].[Cl-]. The catalyst is C1COCC1. The product is [CH3:20][C:16]([C:17]1[O:18][CH:1]=[N:2][CH:3]=1)([C:21]1[CH:26]=[CH:25][CH:24]=[CH:23][CH:22]=1)[CH3:15]. The yield is 0.540. (6) The reactants are [NH:1]1[CH2:8][CH2:7]C[C@H:2]1[C:3](O)=[O:4].I[C:10]1[CH:15]=[CH:14][CH:13]=[CH:12][CH:11]=1.N1CCOCC1. The catalyst is [Cu]I.CS(C)=O. The product is [C:10]1([N:1]2[CH2:2][CH2:3][O:4][CH2:7][CH2:8]2)[CH:15]=[CH:14][CH:13]=[CH:12][CH:11]=1. The yield is 0.420. (7) The reactants are ClCCl.Cl[C:5]([O:7][C:8]1[CH:13]=[CH:12][C:11]([N+:14]([O-:16])=[O:15])=[CH:10][CH:9]=1)=[O:6].[NH2:17][C:18]1[CH:19]=[C:20]2[C:25](=[CH:26][CH:27]=1)[CH2:24][N:23]([C:28]([O:30][C:31]([CH3:34])([CH3:33])[CH3:32])=[O:29])[CH2:22][CH2:21]2. The catalyst is N1C=CC=CC=1. The product is [C:31]([O:30][C:28]([N:23]1[CH2:22][CH2:21][C:20]2[C:25](=[CH:26][CH:27]=[C:18]([NH:17][C:5]([O:7][C:8]3[CH:13]=[CH:12][C:11]([N+:14]([O-:16])=[O:15])=[CH:10][CH:9]=3)=[O:6])[CH:19]=2)[CH2:24]1)=[O:29])([CH3:34])([CH3:32])[CH3:33]. The yield is 0.880. (8) The reactants are F.F.F.C(N(CC)CC)C.[Si]([O:28][CH2:29][C@H:30]1[O:34][C@@H:33]([N:35]2[CH:42]=[C:41]([CH3:43])[C:39](=[O:40])[NH:38][C:36]2=[O:37])[C@H:32]([O:44][CH2:45][CH2:46][O:47][N:48]([CH3:50])[CH3:49])[C@@H:31]1[OH:51])(C(C)(C)C)(C1C=CC=CC=1)C1C=CC=CC=1.CO. The catalyst is C1COCC1.C(Cl)Cl. The product is [CH3:49][N:48]([CH3:50])[O:47][CH2:46][CH2:45][O:44][C@@H:32]1[C@H:31]([OH:51])[C@@H:30]([CH2:29][OH:28])[O:34][C@H:33]1[N:35]1[CH:42]=[C:41]([CH3:43])[C:39](=[O:40])[NH:38][C:36]1=[O:37]. The yield is 0.925.